From a dataset of Catalyst prediction with 721,799 reactions and 888 catalyst types from USPTO. Predict which catalyst facilitates the given reaction. (1) Reactant: [CH3:1]N(C=O)C.P(Cl)(Cl)(Cl)=O.[Cl:11][C:12]1[CH:17]=[CH:16][C:15]([NH:18][C:19]([CH3:26])=[CH:20][C:21]([O:23][CH2:24][CH3:25])=[O:22])=[CH:14][CH:13]=1. Product: [Cl:11][C:12]1[CH:13]=[C:14]2[C:15](=[CH:16][CH:17]=1)[N:18]=[C:19]([CH3:26])[C:20]([C:21]([O:23][CH2:24][CH3:25])=[O:22])=[CH:1]2. The catalyst class is: 26. (2) Reactant: [NH:1]1[C:5]2=[N:6][C:7]([CH2:10][CH2:11][CH2:12][CH2:13][C:14](=[O:24])[CH:15]=[CH:16][C:17]3[CH:18]=[N:19][C:20]([CH3:23])=[N:21][CH:22]=3)=[CH:8][CH:9]=[C:4]2[CH2:3][CH2:2]1.CO.[BH4-].[Na+]. Product: [NH:1]1[C:5]2=[N:6][C:7]([CH2:10][CH2:11][CH2:12][CH2:13][CH:14]([OH:24])[CH:15]=[CH:16][C:17]3[CH:18]=[N:19][C:20]([CH3:23])=[N:21][CH:22]=3)=[CH:8][CH:9]=[C:4]2[CH2:3][CH2:2]1. The catalyst class is: 1. (3) Reactant: C(OC(N1CCC([NH:14][C:15](=[O:33])[N:16]([C:25]2[CH:30]=[CH:29][C:28]([F:31])=[CH:27][C:26]=2[F:32])[CH2:17][CH2:18][C:19]2[CH:24]=[CH:23][CH:22]=[CH:21][CH:20]=2)CC1)=O)(C)(C)C.F[C:35](F)(F)[C:36](O)=O. Product: [N:16]1([C:28]2([F:31])[CH:29]=[CH:30][C:25]([N:16]([CH2:17][CH2:18][C:19]3[CH:20]=[CH:21][CH:22]=[CH:23][CH:24]=3)[C:15]([NH2:14])=[O:33])=[C:26]([F:32])[CH2:27]2)[CH2:36][CH2:35][CH2:19][CH2:18][CH2:17]1. The catalyst class is: 2. (4) Reactant: Br[C:2]1[CH:3]=[CH:4][C:5](=[O:9])[N:6]([CH3:8])[CH:7]=1.[CH3:10][S:11]([NH:14][C:15]1[CH:16]=[C:17](B(O)O)[CH:18]=[CH:19][CH:20]=1)(=[O:13])=[O:12].CC([O-])=O.[K+]. The catalyst class is: 117. Product: [CH3:8][N:6]1[C:5](=[O:9])[CH:4]=[CH:3][C:2]([C:19]2[CH:20]=[C:15]([NH:14][S:11]([CH3:10])(=[O:12])=[O:13])[CH:16]=[CH:17][CH:18]=2)=[CH:7]1.